From a dataset of Catalyst prediction with 721,799 reactions and 888 catalyst types from USPTO. Predict which catalyst facilitates the given reaction. (1) Reactant: [C:1]([O:5][C:6]([C@@:8]12[CH2:14][C@:13]1([C:15]1[CH:20]=[CH:19][CH:18]=[CH:17][CH:16]=1)[CH2:12][O:11]C(=O)[N:9]2[C:22]([O:24][C:25]([CH3:28])([CH3:27])[CH3:26])=[O:23])=[O:7])([CH3:4])([CH3:3])[CH3:2].C(=O)([O-])[O-].[Cs+].[Cs+]. Product: [C:1]([O:5][C:6]([C:8]1([NH:9][C:22]([O:24][C:25]([CH3:28])([CH3:27])[CH3:26])=[O:23])[CH2:14][C:13]1([CH2:12][OH:11])[C:15]1[CH:20]=[CH:19][CH:18]=[CH:17][CH:16]=1)=[O:7])([CH3:3])([CH3:4])[CH3:2]. The catalyst class is: 5. (2) Reactant: [SnH](CCCC)(CCCC)[CH2:2][CH2:3][CH2:4]C.[CH3:22][C:21](N=N[C:21]([C:24]#[N:25])([CH3:23])[CH3:22])([C:24]#[N:25])[CH3:23].[CH2:26](Cl)Cl.N1[C:37]2[C:32](=[CH:33][CH:34]=[CH:35][CH:36]=2)[CH2:31][CH2:30]1. Product: [CH3:26][C:21]1([CH:22]=[CH:4][CH:3]=[CH:2][CH2:23]1)[CH2:24][N:25]1[C:37]2[C:32](=[CH:33][CH:34]=[CH:35][CH:36]=2)[CH2:31][CH2:30]1. The catalyst class is: 48. (3) Reactant: [Br:1][C:2]1[CH:9]=[CH:8][C:5]([C:6]#[N:7])=[C:4]([F:10])[CH:3]=1.CO. Product: [Br:1][C:2]1[CH:9]=[CH:8][C:5]([CH2:6][NH2:7])=[C:4]([F:10])[CH:3]=1. The catalyst class is: 1. (4) Reactant: [F:1][C:2]1[CH:3]=[C:4]2[C:9](=[CH:10][C:11]=1[C:12]#[N:13])[N:8]=[CH:7][NH:6][C:5]2=O.O=P(Cl)(Cl)[Cl:17].O. Product: [Cl:17][C:5]1[C:4]2[C:9](=[CH:10][C:11]([C:12]#[N:13])=[C:2]([F:1])[CH:3]=2)[N:8]=[CH:7][N:6]=1. The catalyst class is: 13.